This data is from Reaction yield outcomes from USPTO patents with 853,638 reactions. The task is: Predict the reaction yield, written as a fraction of the theoretical maximum amount of product (1.0 means a 100% yield; for example, 0.34 means a 34% yield). (1) The reactants are [NH2:1][C:2]1[C:11](I)=[CH:10][C:5]([C:6]([O:8][CH3:9])=[O:7])=[C:4]([O:13][CH3:14])[CH:3]=1.[C:15]([Zn]C#N)#[N:16].O.CO. The catalyst is CN(C)C=O.C1C=CC([P]([Pd]([P](C2C=CC=CC=2)(C2C=CC=CC=2)C2C=CC=CC=2)([P](C2C=CC=CC=2)(C2C=CC=CC=2)C2C=CC=CC=2)[P](C2C=CC=CC=2)(C2C=CC=CC=2)C2C=CC=CC=2)(C2C=CC=CC=2)C2C=CC=CC=2)=CC=1.CCOCC. The product is [NH2:1][C:2]1[C:11]([C:15]#[N:16])=[CH:10][C:5]([C:6]([O:8][CH3:9])=[O:7])=[C:4]([O:13][CH3:14])[CH:3]=1. The yield is 0.760. (2) The reactants are [C:1]([C:3]1[CH:8]=[CH:7][C:6]([CH2:9][CH2:10][NH:11]C(=O)OC(C)(C)C)=[CH:5][CH:4]=1)#[N:2].C(O)(C(F)(F)F)=O. The catalyst is C(Cl)Cl. The product is [C:1]([C:3]1[CH:8]=[CH:7][C:6]([CH2:9][CH2:10][NH2:11])=[CH:5][CH:4]=1)#[N:2]. The yield is 0.950.